Dataset: Reaction yield outcomes from USPTO patents with 853,638 reactions. Task: Predict the reaction yield, written as a fraction of the theoretical maximum amount of product (1.0 means a 100% yield; for example, 0.34 means a 34% yield). (1) The reactants are [CH3:1][S:2][C:3]1[CH:12]=[CH:11][C:6]([C:7](OC)=[O:8])=[CH:5][C:4]=1[C:13]([F:16])([F:15])[F:14].[H-].[Al+3].[Li+].[H-].[H-].[H-].O.O.O.O.O.O.O.O.O.O.S([O-])([O-])(=O)=O.[Na+].[Na+]. The catalyst is O1CCCC1. The product is [CH3:1][S:2][C:3]1[CH:12]=[CH:11][C:6]([CH2:7][OH:8])=[CH:5][C:4]=1[C:13]([F:14])([F:15])[F:16]. The yield is 0.950. (2) The reactants are [C:1]([O:5][C:6]([NH:8][C@@H:9]1[CH2:14][C@H:13]([NH:15][C:16]([O:18][C:19]([CH3:22])([CH3:21])[CH3:20])=[O:17])[CH2:12][N:11]([C:23]2[C:32]([N:33]3[CH2:38][C@@H:37]([NH:39][C:40]([O:42][C:43]([CH3:46])([CH3:45])[CH3:44])=[O:41])[CH2:36][C@@H:35]([NH:47][C:48]([O:50][C:51]([CH3:54])([CH3:53])[CH3:52])=[O:49])[CH2:34]3)=[N:31][C:30]3[C:25](=[CH:26][CH:27]=[C:28]([NH:55][C:56](=[O:66])[C:57]4[CH:62]=[CH:61][C:60]([N+:63]([O-])=O)=[CH:59][CH:58]=4)[CH:29]=3)[N:24]=2)[CH2:10]1)=[O:7])([CH3:4])([CH3:3])[CH3:2].NN. The catalyst is CCOC(C)=O.CO.[Ni]. The product is [NH2:63][C:60]1[CH:61]=[CH:62][C:57]([C:56]([NH:55][C:28]2[CH:29]=[C:30]3[C:25](=[CH:26][CH:27]=2)[N:24]=[C:23]([N:11]2[CH2:10][C@@H:9]([NH:8][C:6]([O:5][C:1]([CH3:4])([CH3:2])[CH3:3])=[O:7])[CH2:14][C@@H:13]([NH:15][C:16]([O:18][C:19]([CH3:22])([CH3:21])[CH3:20])=[O:17])[CH2:12]2)[C:32]([N:33]2[CH2:38][C@@H:37]([NH:39][C:40]([O:42][C:43]([CH3:45])([CH3:44])[CH3:46])=[O:41])[CH2:36][C@@H:35]([NH:47][C:48]([O:50][C:51]([CH3:54])([CH3:53])[CH3:52])=[O:49])[CH2:34]2)=[N:31]3)=[O:66])=[CH:58][CH:59]=1. The yield is 0.990. (3) The reactants are [CH3:1][N:2]([CH3:18])[CH2:3][CH2:4][N:5]1[CH2:10][CH2:9][S:8][C:7]2[CH:11]=[CH:12][C:13]([N+:15]([O-])=O)=[CH:14][C:6]1=2.I.[S:20]1[CH:24]=[CH:23][CH:22]=[C:21]1[C:25](SC)=[NH:26]. The catalyst is C(O)C.ClCCl.[Pd]. The product is [CH3:1][N:2]([CH3:18])[CH2:3][CH2:4][N:5]1[CH2:10][CH2:9][S:8][C:7]2[CH:11]=[CH:12][C:13]([NH:15][C:25]([C:21]3[S:20][CH:24]=[CH:23][CH:22]=3)=[NH:26])=[CH:14][C:6]1=2. The yield is 0.628. (4) The reactants are [C:1]([N:5]1[CH:9]=[C:8]([CH2:10][CH2:11][CH2:12][C:13](O)([CH3:15])[CH3:14])/[C:7](=[N:17]/[C:18](=[O:28])[C:19]2[CH:24]=[C:23]([Cl:25])[CH:22]=[CH:21][C:20]=2[O:26][CH3:27])/[S:6]1)([CH3:4])([CH3:3])[CH3:2].CCN(S(F)(F)[F:35])CC. The catalyst is C(Cl)Cl. The product is [C:1]([N:5]1[CH:9]=[C:8]([CH2:10][CH2:11][CH2:12][C:13]([F:35])([CH3:15])[CH3:14])/[C:7](=[N:17]/[C:18](=[O:28])[C:19]2[CH:24]=[C:23]([Cl:25])[CH:22]=[CH:21][C:20]=2[O:26][CH3:27])/[S:6]1)([CH3:4])([CH3:3])[CH3:2]. The yield is 0.580. (5) The reactants are [CH2:1]([O:4][C:5](=[O:13])[CH:6]([CH:10]([CH3:12])[CH3:11])[C:7](=O)C)[CH:2]=[CH2:3].[Li+].C[Si]([N-][Si](C)(C)C)(C)C.C=O. The catalyst is C1COCC1. The product is [CH2:1]([O:4][C:5](=[O:13])[C:6]([CH:10]([CH3:11])[CH3:12])=[CH2:7])[CH:2]=[CH2:3]. The yield is 0.690. (6) The reactants are [C:1]1([CH2:7][C:8]([OH:10])=O)[CH:6]=[CH:5][CH:4]=[CH:3][CH:2]=1.Cl.[CH3:12][NH:13][O:14][CH3:15].[OH-].[Na+]. The catalyst is O1CCCC1.O. The product is [CH3:15][O:14][N:13]([CH3:12])[C:8](=[O:10])[CH2:7][C:1]1[CH:6]=[CH:5][CH:4]=[CH:3][CH:2]=1. The yield is 1.00. (7) The reactants are [NH2:1][C:2]1[CH:3]=[C:4]([NH:10][S:11]([CH3:14])(=[O:13])=[O:12])[CH:5]=[C:6]([O:8][CH3:9])[CH:7]=1.C(N(CC)CC)C.[Cl:22][C:23]1[C:28]([C:29](Cl)=[O:30])=[C:27]([Cl:32])[N:26]=[CH:25][N:24]=1. The catalyst is ClCCl. The product is [Cl:22][C:23]1[C:28]([C:29]([NH:1][C:2]2[CH:3]=[C:4]([NH:10][S:11]([CH3:14])(=[O:13])=[O:12])[CH:5]=[C:6]([O:8][CH3:9])[CH:7]=2)=[O:30])=[C:27]([Cl:32])[N:26]=[CH:25][N:24]=1. The yield is 0.280.